Dataset: Forward reaction prediction with 1.9M reactions from USPTO patents (1976-2016). Task: Predict the product of the given reaction. The product is: [Cl:47][C:41]1[CH:42]=[CH:43][CH:44]=[C:45]([F:46])[C:40]=1[CH2:39][C:28]1[CH:29]=[C:30]([OH:31])[C:25](=[O:24])[NH:26][N:27]=1. Given the reactants OC1C(=O)NN=C(CCC2C=CC=CC=2)C=1.C([O:24][C:25]1[N:26]=[N:27][C:28]([CH2:39][C:40]2[C:45]([F:46])=[CH:44][CH:43]=[CH:42][C:41]=2[Cl:47])=[CH:29][C:30]=1[O:31]CC1C=CC=CC=1)C1C=CC=CC=1, predict the reaction product.